Dataset: Full USPTO retrosynthesis dataset with 1.9M reactions from patents (1976-2016). Task: Predict the reactants needed to synthesize the given product. (1) Given the product [CH3:1][O:2][CH2:3][O:4][C:5]1[CH:14]=[C:13]2[C:8]([CH:9]([CH2:26][CH:27]=[CH2:28])[C:10]([C:16]3[CH:21]=[CH:20][C:19]([O:22][CH2:23][O:24][CH3:25])=[CH:18][CH:17]=3)([CH3:29])[C:11](=[O:15])[O:12]2)=[CH:7][CH:6]=1, predict the reactants needed to synthesize it. The reactants are: [CH3:1][O:2][CH2:3][O:4][C:5]1[CH:14]=[C:13]2[C:8]([CH:9]([CH2:26][CH:27]=[CH2:28])[CH:10]([C:16]3[CH:21]=[CH:20][C:19]([O:22][CH2:23][O:24][CH3:25])=[CH:18][CH:17]=3)[C:11](=[O:15])[O:12]2)=[CH:7][CH:6]=1.[CH3:29][Si](C)(C)[N-][Si](C)(C)C.[Li+].CI.[Cl-].[NH4+]. (2) Given the product [CH3:1][C:2]1[CH:3]=[CH:4][C:5]2[C:6](=[CH:9][CH:10]=[CH:11][N:8]=2)[N:7]=1, predict the reactants needed to synthesize it. The reactants are: [CH3:1][C:2]1[N:7]=[CH:6][C:5]([NH2:8])=[CH:4][CH:3]=1.[CH2:9](O)[CH:10](O)[CH2:11]O.OS(O)(=O)=O.[OH-].[Na+]. (3) Given the product [F:15][CH:14]([F:16])[O:12][C:6]1[CH:5]=[C:4]([CH3:3])[C:9]([S:10][CH3:11])=[N:8][CH:7]=1, predict the reactants needed to synthesize it. The reactants are: [OH-].[Na+].[CH3:3][C:4]1[CH:5]=[C:6]([OH:12])[CH:7]=[N:8][C:9]=1[S:10][CH3:11].Cl[CH:14]([F:16])[F:15]. (4) Given the product [C:1]([N:8]1[CH2:13][CH2:12][N:11]([CH:30]([CH3:32])[CH3:29])[CH2:10][C@@H:9]1[CH3:14])([O:3][C:4]([CH3:7])([CH3:6])[CH3:5])=[O:2], predict the reactants needed to synthesize it. The reactants are: [C:1]([N:8]1[CH2:13][CH2:12][NH:11][CH2:10][C@H:9]1[CH3:14])([O:3][C:4]([CH3:7])([CH3:6])[CH3:5])=[O:2].C(O[BH-](OC(=O)C)OC(=O)C)(=O)C.[Na+].[CH3:29][C:30]([CH3:32])=O.C(O)(=O)C. (5) Given the product [ClH:24].[CH3:23][N:2]([CH3:1])[CH2:3][CH2:4][C:5]1[CH:6]=[C:7]([CH:8]=[C:9]([C:11]([F:12])([F:14])[F:13])[CH:10]=1)[NH2:15], predict the reactants needed to synthesize it. The reactants are: [CH3:1][N:2]([CH3:23])[CH2:3][CH2:4][C:5]1[CH:6]=[C:7]([NH:15]C(=O)OC(C)(C)C)[CH:8]=[C:9]([C:11]([F:14])([F:13])[F:12])[CH:10]=1.[ClH:24].C(OCC)C. (6) Given the product [Br:1][C:2]1[CH:3]=[C:4]([CH2:8][O:9][Si:19]([C:16]([CH3:18])([CH3:17])[CH3:15])([CH3:21])[CH3:20])[CH:5]=[CH:6][CH:7]=1, predict the reactants needed to synthesize it. The reactants are: [Br:1][C:2]1[CH:3]=[C:4]([CH2:8][OH:9])[CH:5]=[CH:6][CH:7]=1.N1C=CN=C1.[CH3:15][C:16]([Si:19](Cl)([CH3:21])[CH3:20])([CH3:18])[CH3:17]. (7) Given the product [NH2:1][C:2]1[CH:7]=[CH:6][CH:5]=[C:4]([CH2:8][O:9][Si:15]([C:18]([CH3:21])([CH3:20])[CH3:19])([CH3:17])[CH3:16])[N:3]=1, predict the reactants needed to synthesize it. The reactants are: [NH2:1][C:2]1[CH:7]=[CH:6][CH:5]=[C:4]([CH2:8][OH:9])[N:3]=1.N1C=CN=C1.[Si:15](Cl)([C:18]([CH3:21])([CH3:20])[CH3:19])([CH3:17])[CH3:16].